From a dataset of Reaction yield outcomes from USPTO patents with 853,638 reactions. Predict the reaction yield, written as a fraction of the theoretical maximum amount of product (1.0 means a 100% yield; for example, 0.34 means a 34% yield). (1) The reactants are [NH2:1][C:2]1[CH:7]=[C:6]([Cl:8])[CH:5]=[CH:4][C:3]=1[S:9][CH2:10][CH2:11][C:12]([N:14]([CH3:16])[CH3:15])=[O:13].[F:17][C:18]1[CH:23]=[C:22]([F:24])[CH:21]=[CH:20][C:19]=1[S:25](Cl)(=[O:27])=[O:26]. The catalyst is N1C=CC=CC=1. The product is [Cl:8][C:6]1[CH:5]=[CH:4][C:3]([S:9][CH2:10][CH2:11][C:12]([N:14]([CH3:15])[CH3:16])=[O:13])=[C:2]([NH:1][S:25]([C:19]2[CH:20]=[CH:21][C:22]([F:24])=[CH:23][C:18]=2[F:17])(=[O:27])=[O:26])[CH:7]=1. The yield is 0.720. (2) The product is [Cl:13][C:6]1[CH:5]=[C:4]([C:24]([C:26]([F:29])([F:28])[F:27])=[CH2:25])[CH:3]=[C:2]([Cl:1])[C:7]=1[O:8][C:9]([F:10])([F:11])[F:12]. The reactants are [Cl:1][C:2]1[CH:3]=[C:4](B2OC(C)(C)C(C)(C)O2)[CH:5]=[C:6]([Cl:13])[C:7]=1[O:8][C:9]([F:12])([F:11])[F:10].Br[C:24]([C:26]([F:29])([F:28])[F:27])=[CH2:25].C([O-])([O-])=O.[K+].[K+]. The yield is 0.720. The catalyst is C1COCC1.O.Cl[Pd](Cl)([P](C1C=CC=CC=1)(C1C=CC=CC=1)C1C=CC=CC=1)[P](C1C=CC=CC=1)(C1C=CC=CC=1)C1C=CC=CC=1. (3) The reactants are Cl.[CH2:2]([O:9][C:10]1[CH:15]=[CH:14][C:13]([NH:16][C:17]2[C:26]3[C:21](=[CH:22][C:23]([F:28])=[C:24](I)[CH:25]=3)[N:20]=[CH:19][N:18]=2)=[CH:12][CH:11]=1)[C:3]1[CH:8]=[CH:7][CH:6]=[CH:5][CH:4]=1.[O:29]1[CH2:33][CH2:32][O:31][CH:30]1[C:34]1[O:38][C:37]([Sn](CCCC)(CCCC)CCCC)=[CH:36][CH:35]=1.C(N(C(C)C)CC)(C)C. The catalyst is CN(C=O)C. The product is [CH2:2]([O:9][C:10]1[CH:15]=[CH:14][C:13]([NH:16][C:17]2[C:26]3[C:21](=[CH:22][C:23]([F:28])=[C:24]([C:37]4[O:38][C:34]([CH:30]5[O:31][CH2:32][CH2:33][O:29]5)=[CH:35][CH:36]=4)[CH:25]=3)[N:20]=[CH:19][N:18]=2)=[CH:12][CH:11]=1)[C:3]1[CH:8]=[CH:7][CH:6]=[CH:5][CH:4]=1. The yield is 0.590. (4) The reactants are [OH:1][CH:2]([CH3:23])[CH2:3][CH2:4][C:5]1[O:6][C:7]2[C:16]3[CH:15]([CH2:17][CH2:18][NH:19][C:20](=[O:22])[CH3:21])[CH2:14][CH2:13][C:12]=3[CH:11]=[CH:10][C:8]=2[N:9]=1.C[N+]1([O-])CCOCC1.O. The catalyst is C(#N)C. The product is [O:1]=[C:2]([CH3:23])[CH2:3][CH2:4][C:5]1[O:6][C:7]2[C:16]3[CH:15]([CH2:17][CH2:18][NH:19][C:20](=[O:22])[CH3:21])[CH2:14][CH2:13][C:12]=3[CH:11]=[CH:10][C:8]=2[N:9]=1. The yield is 0.310. (5) No catalyst specified. The reactants are C(OC(=O)[NH:7][CH2:8][CH2:9][C:10]1[CH:15]=[CH:14][CH:13]=[C:12]([NH:16][C:17]([NH:19][C:20]23[CH2:29][CH:24]4[CH2:25][CH:26]([CH2:28][CH:22]([CH2:23]4)[CH2:21]2)[CH2:27]3)=[O:18])[CH:11]=1)(C)(C)C.Cl.NCCC1C=C(NC(NCC2C=CC(F)=CC=2)=O)C=CC=1. The yield is 0.540. The product is [C:20]12([NH:19][C:17]([NH:16][C:12]3[CH:13]=[CH:14][CH:15]=[C:10]([CH2:9][CH2:8][NH2:7])[CH:11]=3)=[O:18])[CH2:27][CH:26]3[CH2:25][CH:24]([CH2:23][CH:22]([CH2:28]3)[CH2:21]1)[CH2:29]2. (6) The reactants are NC(N)=S.[CH3:5][N:6]([CH3:19])[S:7]([C:10]1[C:15]([Cl:16])=[CH:14][CH:13]=[C:12]([NH2:17])[C:11]=1[OH:18])(=[O:9])=[O:8].[F:20][C:21]1[C:26]([F:27])=[CH:25][CH:24]=[CH:23][C:22]=1[N:28]=[C:29]=[S:30]. No catalyst specified. The product is [Cl:16][C:15]1[CH:14]=[CH:13][C:12]([NH:17][C:29]([NH:28][C:22]2[CH:23]=[CH:24][CH:25]=[C:26]([F:27])[C:21]=2[F:20])=[S:30])=[C:11]([OH:18])[C:10]=1[S:7]([N:6]([CH3:19])[CH3:5])(=[O:9])=[O:8]. The yield is 0.540. (7) The reactants are [Si]([O:8][CH2:9][CH:10]1[CH2:15][CH2:14][CH2:13][N:12]([C:16]2[CH:17]=[CH:18][C:19]([CH3:37])=[C:20]([CH:36]=2)[C:21]([NH:23][C:24]2[C:33]([CH3:34])=[CH:32][C:27]([C:28]([O:30][CH3:31])=[O:29])=[CH:26][C:25]=2[CH3:35])=[O:22])[CH2:11]1)(C(C)(C)C)(C)C.[N+](CCCC)(CCCC)(CCCC)CCCC.[F-]. The catalyst is C1COCC1. The product is [OH:8][CH2:9][CH:10]1[CH2:15][CH2:14][CH2:13][N:12]([C:16]2[CH:17]=[CH:18][C:19]([CH3:37])=[C:20]([CH:36]=2)[C:21]([NH:23][C:24]2[C:25]([CH3:35])=[CH:26][C:27]([C:28]([O:30][CH3:31])=[O:29])=[CH:32][C:33]=2[CH3:34])=[O:22])[CH2:11]1. The yield is 0.960. (8) The reactants are Br[C:2]1[CH:7]=[C:6]([F:8])[C:5]([Br:9])=[CH:4][C:3]=1[F:10].C([Li])CCC.[C:16](=[O:18])=[O:17]. The catalyst is C(OCC)C. The product is [Br:9][C:5]1[C:6]([F:8])=[CH:7][C:2]([C:16]([OH:18])=[O:17])=[C:3]([F:10])[CH:4]=1. The yield is 0.530. (9) The reactants are [H-].[Na+].[N+:3]([C:6]1[CH:11]=[CH:10][C:9]([OH:12])=[CH:8][CH:7]=1)([O-:5])=[O:4].Cl[CH2:14][C:15]1[CH:24]=[CH:23][C:22]2[C:17](=[CH:18][CH:19]=[CH:20][CH:21]=2)[N:16]=1. The catalyst is CN(C=O)C. The product is [N+:3]([C:6]1[CH:11]=[CH:10][C:9]([O:12][CH2:14][C:15]2[CH:24]=[CH:23][C:22]3[C:17](=[CH:18][CH:19]=[CH:20][CH:21]=3)[N:16]=2)=[CH:8][CH:7]=1)([O-:5])=[O:4]. The yield is 0.750.